From a dataset of Catalyst prediction with 721,799 reactions and 888 catalyst types from USPTO. Predict which catalyst facilitates the given reaction. Reactant: [C:1]([C:5]1[N:10]=[C:9]([C:11]2[C:16]([CH3:17])=[CH:15][C:14]([CH3:18])=[CH:13][C:12]=2[CH3:19])[C:8]([C:20]([NH:22][S:23]([C:26]2[CH:31]=[CH:30][CH:29]=[C:28]([N+:32]([O-])=O)[CH:27]=2)(=[O:25])=[O:24])=[O:21])=[CH:7][CH:6]=1)([CH3:4])([CH3:3])[CH3:2]. Product: [NH2:32][C:28]1[CH:27]=[C:26]([S:23]([NH:22][C:20]([C:8]2[C:9]([C:11]3[C:12]([CH3:19])=[CH:13][C:14]([CH3:18])=[CH:15][C:16]=3[CH3:17])=[N:10][C:5]([C:1]([CH3:4])([CH3:3])[CH3:2])=[CH:6][CH:7]=2)=[O:21])(=[O:25])=[O:24])[CH:31]=[CH:30][CH:29]=1. The catalyst class is: 183.